Dataset: Full USPTO retrosynthesis dataset with 1.9M reactions from patents (1976-2016). Task: Predict the reactants needed to synthesize the given product. (1) Given the product [CH3:22][O:21][C:18]1[N:19]=[CH:20][C:15]([NH:14][S:10]([C:5]2[CH:6]=[CH:7][CH:8]=[CH:9][C:4]=2[N+:1]([O-:3])=[O:2])(=[O:12])=[O:11])=[CH:16][CH:17]=1, predict the reactants needed to synthesize it. The reactants are: [N+:1]([C:4]1[CH:9]=[CH:8][CH:7]=[CH:6][C:5]=1[S:10](Cl)(=[O:12])=[O:11])([O-:3])=[O:2].[NH2:14][C:15]1[CH:16]=[CH:17][C:18]([O:21][CH3:22])=[N:19][CH:20]=1. (2) Given the product [F:23][C:22]([F:25])([F:24])[C:20]([OH:26])=[O:21].[C:1]1([N:7]2[CH2:11][CH2:10][C@H:9]([NH2:12])[CH2:8]2)[CH:6]=[CH:5][CH:4]=[CH:3][CH:2]=1, predict the reactants needed to synthesize it. The reactants are: [C:1]1([N:7]2[CH2:11][CH2:10][C@H:9]([NH:12]C(=O)OC(C)(C)C)[CH2:8]2)[CH:6]=[CH:5][CH:4]=[CH:3][CH:2]=1.[C:20]([OH:26])([C:22]([F:25])([F:24])[F:23])=[O:21]. (3) Given the product [F:1][C:2]1[CH:3]=[CH:4][C:5]([C:8]2[C:13]([CH2:14]/[CH:15]=[CH:16]/[OH:17])=[C:12]([CH:19]([CH3:21])[CH3:20])[N:11]=[C:10]([N:22]([CH3:27])[S:23]([CH3:26])(=[O:25])=[O:24])[N:9]=2)=[CH:6][CH:7]=1, predict the reactants needed to synthesize it. The reactants are: [F:1][C:2]1[CH:7]=[CH:6][C:5]([C:8]2[C:13](/[CH:14]=[CH:15]/[C:16](O)=[O:17])=[C:12]([CH:19]([CH3:21])[CH3:20])[N:11]=[C:10]([N:22]([CH3:27])[S:23]([CH3:26])(=[O:25])=[O:24])[N:9]=2)=[CH:4][CH:3]=1.[BH4-].[Na+].Cl.